From a dataset of Full USPTO retrosynthesis dataset with 1.9M reactions from patents (1976-2016). Predict the reactants needed to synthesize the given product. (1) Given the product [CH3:1][CH:2]([CH3:18])[CH2:3][CH:4]([C:6]1[CH:11]=[CH:10][CH:9]=[CH:8][C:7]=1[N:12]1[CH2:17][CH2:16][CH2:15][CH2:14][CH2:13]1)[C:23]#[N:24], predict the reactants needed to synthesize it. The reactants are: [CH3:1][CH:2]([CH3:18])[CH2:3][CH:4]([C:6]1[CH:11]=[CH:10][CH:9]=[CH:8][C:7]=1[N:12]1[CH2:17][CH2:16][CH2:15][CH2:14][CH2:13]1)O.S(Cl)(Cl)=O.[C-:23]#[N:24].[K+].O. (2) Given the product [N:1]1([CH2:7][C:8]2[N:13]=[C:12]([C:14]3[CH:27]=[CH:26][C:17]([CH2:18][N:19]4[CH2:23][C:22](=[O:24])[N:21]([CH2:35][CH2:36][C:37]([F:40])([F:39])[F:38])[C:20]4=[O:25])=[CH:16][CH:15]=3)[CH:11]=[CH:10][CH:9]=2)[CH2:2][CH2:3][CH2:4][CH2:5][CH2:6]1, predict the reactants needed to synthesize it. The reactants are: [N:1]1([CH2:7][C:8]2[N:13]=[C:12]([C:14]3[CH:27]=[CH:26][C:17]([CH2:18][N:19]4[CH2:23][C:22](=[O:24])[NH:21][C:20]4=[O:25])=[CH:16][CH:15]=3)[CH:11]=[CH:10][CH:9]=2)[CH2:6][CH2:5][CH2:4][CH2:3][CH2:2]1.C(=O)([O-])[O-].[K+].[K+].Br[CH2:35][CH2:36][C:37]([F:40])([F:39])[F:38]. (3) Given the product [CH3:1][O:2][C:3](=[O:27])/[CH:4]=[CH:5]/[C:6]1[CH:7]=[C:8]2[C:23](=[CH:24][CH:25]=1)[O:22][C:11]1([CH2:14][N:13]([C:15]([O:17][CH2:18][CH3:19])=[O:16])[CH2:12]1)[CH2:10][C:9]2=[O:26], predict the reactants needed to synthesize it. The reactants are: [CH3:1][O:2][C:3](=[O:27])/[CH:4]=[CH:5]/[C:6]1[CH:7]=[C:8]2[C:23](=[CH:24][CH:25]=1)[O:22][C:11]1([CH2:14][N:13]([C:15]([O:17][C:18](C)(C)[CH3:19])=[O:16])[CH2:12]1)[CH2:10][C:9]2=[O:26].ClC(OCC)=O.CCN(C(C)C)C(C)C. (4) Given the product [Cl:25][C:23]1[CH:24]=[C:19]([CH:20]=[C:21]([Cl:26])[C:22]=1[C:44](=[O:45])[C:43]1[CH:47]=[CH:48][C:40]([Cl:39])=[CH:41][CH:42]=1)[CH2:18][OH:17], predict the reactants needed to synthesize it. The reactants are: [Si](C([O:17][CH:18]([Si](C(C)(C)C)(C)C)[C:19]1[CH:24]=[C:23]([Cl:25])[CH:22]=[C:21]([Cl:26])[CH:20]=1)C1C=C(Cl)C=C(Cl)C=1)(C(C)(C)C)(C)C.C([Li])CCC.[Cl:39][C:40]1[CH:48]=[CH:47][C:43]([C:44](Cl)=[O:45])=[CH:42][CH:41]=1.Cl. (5) Given the product [C:33]1([CH:7]([C:1]2[CH:6]=[CH:5][CH:4]=[CH:3][CH:2]=2)[N:8]2[C:16]3[CH:15]=[C:14]4[O:17][CH2:18][CH2:19][O:20][C:13]4=[CH:12][C:11]=3[CH:10]([C:21]3[C:22]([OH:30])=[CH:23][C:24]4[O:28][CH2:27][CH2:26][C:25]=4[CH:29]=3)[C:9]2=[O:32])[CH:34]=[CH:35][CH:36]=[CH:37][CH:38]=1, predict the reactants needed to synthesize it. The reactants are: [C:1]1([CH:7]([C:33]2[CH:38]=[CH:37][CH:36]=[CH:35][CH:34]=2)[N:8]2[C:16]3[CH:15]=[C:14]4[O:17][CH2:18][CH2:19][O:20][C:13]4=[CH:12][C:11]=3[C:10](O)([C:21]3[C:22]([OH:30])=[CH:23][C:24]4[O:28][CH2:27][CH2:26][C:25]=4[CH:29]=3)[C:9]2=[O:32])[CH:6]=[CH:5][CH:4]=[CH:3][CH:2]=1.C([SiH](CC)CC)C.FC(F)(F)C(O)=O. (6) Given the product [F:26][C:23]1[CH:24]=[CH:25][C:20]([CH2:19][CH2:18][CH2:17][S:16][C:11]2[C:10]([C:8]([NH:7][CH2:6][CH:5]([OH:27])[C:4]([CH3:28])([CH3:3])[CH3:29])=[O:9])=[CH:15][CH:14]=[CH:13][N:12]=2)=[CH:21][CH:22]=1, predict the reactants needed to synthesize it. The reactants are: [BH4-].[Na+].[CH3:3][C:4]([CH3:29])([CH3:28])[C:5](=[O:27])[CH2:6][NH:7][C:8]([C:10]1[C:11]([S:16][CH2:17][CH2:18][CH2:19][C:20]2[CH:25]=[CH:24][C:23]([F:26])=[CH:22][CH:21]=2)=[N:12][CH:13]=[CH:14][CH:15]=1)=[O:9].CCCCCC.CC(=O)OCC.